Dataset: Reaction yield outcomes from USPTO patents with 853,638 reactions. Task: Predict the reaction yield, written as a fraction of the theoretical maximum amount of product (1.0 means a 100% yield; for example, 0.34 means a 34% yield). (1) The reactants are [CH2:1]([N:8]1[C:16]2[C:11](=[CH:12][CH:13]=[C:14]([OH:17])[CH:15]=2)[C:10]([C:18]([NH:20][CH2:21][C:22]2[CH:27]=[CH:26][C:25]([F:28])=[C:24]([F:29])[CH:23]=2)=[O:19])=[C:9]1[CH:30]([CH3:32])[CH3:31])[C:2]1[CH:7]=[CH:6][CH:5]=[CH:4][CH:3]=1.C([O-])([O-])=O.[K+].[K+].[CH3:39][O:40][CH2:41][CH2:42]Br. The catalyst is CN(C=O)C. The product is [CH2:1]([N:8]1[C:16]2[C:11](=[CH:12][CH:13]=[C:14]([O:17][CH2:42][CH2:41][O:40][CH3:39])[CH:15]=2)[C:10]([C:18]([NH:20][CH2:21][C:22]2[CH:27]=[CH:26][C:25]([F:28])=[C:24]([F:29])[CH:23]=2)=[O:19])=[C:9]1[CH:30]([CH3:32])[CH3:31])[C:2]1[CH:7]=[CH:6][CH:5]=[CH:4][CH:3]=1. The yield is 0.490. (2) The reactants are [C:1]([N:8]1[CH2:12][C@@H:11]([NH2:13])[CH2:10][C@H:9]1[C:14]([N:16]1[CH2:21][CH2:20][N:19]([CH3:22])[CH2:18][CH2:17]1)=[O:15])([O:3][C:4]([CH3:7])([CH3:6])[CH3:5])=[O:2].CC(C)([O-])C.[Na+].C(P(C(C)(C)C)C1C=CC=CC=1C1C=CC=CC=1)(C)(C)C.Br[C:51]1[CH:56]=[CH:55][C:54]([F:57])=[CH:53][C:52]=1[F:58]. The catalyst is C1(C)C=CC=CC=1.C1C=CC(/C=C/C(/C=C/C2C=CC=CC=2)=O)=CC=1.C1C=CC(/C=C/C(/C=C/C2C=CC=CC=2)=O)=CC=1.C1C=CC(/C=C/C(/C=C/C2C=CC=CC=2)=O)=CC=1.[Pd].[Pd]. The product is [C:1]([N:8]1[CH2:12][C@@H:11]([NH:13][C:51]2[CH:56]=[CH:55][C:54]([F:57])=[CH:53][C:52]=2[F:58])[CH2:10][C@H:9]1[C:14]([N:16]1[CH2:17][CH2:18][N:19]([CH3:22])[CH2:20][CH2:21]1)=[O:15])([O:3][C:4]([CH3:7])([CH3:6])[CH3:5])=[O:2]. The yield is 0.780.